From a dataset of Plasma protein binding rate (PPBR) regression data from AstraZeneca. Regression/Classification. Given a drug SMILES string, predict its absorption, distribution, metabolism, or excretion properties. Task type varies by dataset: regression for continuous measurements (e.g., permeability, clearance, half-life) or binary classification for categorical outcomes (e.g., BBB penetration, CYP inhibition). For this dataset (ppbr_az), we predict Y. (1) The compound is COc1ccc2c(C)nc(NC(=N)N)nc2c1. The Y is 78.8 %. (2) The drug is COc1cc2ncc(C(N)=O)c(Nc3ccc(F)cc3F)c2cc1NCCN(C)C. The Y is 55.7 %. (3) The compound is CCN(Cc1cc(C(F)(F)F)ccc1-c1cc(CC(=O)O)ccc1OC)C(=O)NCc1ccccc1. The Y is 98.3 %. (4) The compound is COCCC(C)n1nc(C)c(C(=O)N[C@@H](C)C(C)(C)C)c1NS(=O)(=O)c1ccc(C)cc1. The Y is 89.9 %. (5) The drug is O=C(Nc1ccc(F)cc1)c1ccc(Cl)[n+]([O-])c1. The Y is 53.5 %. (6) The Y is 95.9 %. The drug is COc1ccccc1S(=O)(=O)NC(=O)N1CCC(N2CCC(Oc3ccc(Cl)c(Cl)c3)CC2)CC1.